This data is from Full USPTO retrosynthesis dataset with 1.9M reactions from patents (1976-2016). The task is: Predict the reactants needed to synthesize the given product. Given the product [NH2:1][C:4]1[C:5]([NH:13][C@H:14]2[CH2:15][CH2:16][C@H:17]([CH2:20][C:21]#[N:22])[CH2:18][CH2:19]2)=[C:6]2[S:12][CH:11]=[CH:10][C:7]2=[N:8][CH:9]=1, predict the reactants needed to synthesize it. The reactants are: [N+:1]([C:4]1[C:5]([NH:13][C@H:14]2[CH2:19][CH2:18][C@H:17]([CH2:20][C:21]#[N:22])[CH2:16][CH2:15]2)=[C:6]2[S:12][CH:11]=[CH:10][C:7]2=[N:8][CH:9]=1)([O-])=O.